This data is from hERG Central: cardiac toxicity at 1µM, 10µM, and general inhibition. The task is: Predict hERG channel inhibition at various concentrations. (1) The molecule is C#C[C@]1(O)CC[C@H]2[C@@H]3CCC4=Cc5nc6nc7ccccc7n6cc5C[C@]4(C)[C@H]3CC[C@@]21C. Results: hERG_inhib (hERG inhibition (general)): blocker. (2) The compound is CCc1ccccc1NC(=S)N(CCCN1CCOCC1)Cc1cccs1. Results: hERG_inhib (hERG inhibition (general)): blocker. (3) The compound is CC(C)Cc1ccc(CN2CCCC(NC(=O)c3cnc4ccccn4c3=O)C2)cc1. Results: hERG_inhib (hERG inhibition (general)): blocker. (4) The compound is CCCCN(CCCNC(=O)CN1C(=O)COc2ccc(S(=O)(=O)N3CCC(C)CC3)cc21)Cc1ccccc1. Results: hERG_inhib (hERG inhibition (general)): blocker. (5) The drug is COc1ccc(CN2CCCC(CNC(=O)c3ccc(F)cc3)C2)c(F)c1. Results: hERG_inhib (hERG inhibition (general)): blocker. (6) The compound is CC(C)CCN1CCN(Cc2cccn2-c2ccc(Cl)cn2)CC1CCO. Results: hERG_inhib (hERG inhibition (general)): blocker. (7) The drug is CSC(=Nc1ccc(Cl)cc1)N[n+]1ccccc1.[I-]. Results: hERG_inhib (hERG inhibition (general)): blocker.